Dataset: Catalyst prediction with 721,799 reactions and 888 catalyst types from USPTO. Task: Predict which catalyst facilitates the given reaction. Reactant: [CH3:1][O:2][C:3](=[O:13])[C:4]1[CH:9]=[CH:8][C:7]([O:10][CH3:11])=[CH:6][C:5]=1[OH:12].[C:14]([O-])([O-])=O.[K+].[K+].Br[CH:21]([CH3:23])[CH3:22]. Product: [CH3:1][O:2][C:3](=[O:13])[C:4]1[CH:9]=[CH:8][C:7]([O:10][CH3:11])=[CH:6][C:5]=1[O:12][CH:21]([CH2:23][CH3:14])[CH3:22]. The catalyst class is: 3.